Dataset: Full USPTO retrosynthesis dataset with 1.9M reactions from patents (1976-2016). Task: Predict the reactants needed to synthesize the given product. (1) The reactants are: [C:1]([C:3]1([C:9]2[CH:14]=[CH:13][C:12]([NH:15][C:16](=[O:22])[O:17][C:18]([CH3:21])([CH3:20])[CH3:19])=[CH:11][CH:10]=2)[CH2:8][CH2:7][NH:6][CH2:5][CH2:4]1)#[N:2].[C:23]1(=O)[CH2:27][CH2:26][CH2:25][CH2:24]1.[BH3-]C#N.[Na+]. Given the product [C:1]([C:3]1([C:9]2[CH:14]=[CH:13][C:12]([NH:15][C:16](=[O:22])[O:17][C:18]([CH3:19])([CH3:21])[CH3:20])=[CH:11][CH:10]=2)[CH2:4][CH2:5][N:6]([CH:23]2[CH2:27][CH2:26][CH2:25][CH2:24]2)[CH2:7][CH2:8]1)#[N:2], predict the reactants needed to synthesize it. (2) Given the product [CH2:17]([N:7]1[C:8](=[O:16])[C:9]2[C:14]([CH3:15])=[N:13][S:12][C:10]=2[N:11]=[C:6]1[CH:2]([NH:1][CH2:25][CH2:26][CH:27]1[O:31][CH2:30][CH2:29][O:28]1)[CH:3]([CH3:5])[CH3:4])[C:18]1[CH:19]=[CH:20][CH:21]=[CH:22][CH:23]=1, predict the reactants needed to synthesize it. The reactants are: [NH2:1][CH:2]([C:6]1[N:7]([CH2:17][C:18]2[CH:23]=[CH:22][CH:21]=[CH:20][CH:19]=2)[C:8](=[O:16])[C:9]2[C:14]([CH3:15])=[N:13][S:12][C:10]=2[N:11]=1)[CH:3]([CH3:5])[CH3:4].Br[CH2:25][CH2:26][CH:27]1[O:31][CH2:30][CH2:29][O:28]1. (3) Given the product [C:24]1([CH:17]([C:18]2[CH:23]=[CH:22][CH:21]=[CH:20][CH:19]=2)[N:10]2[C:11]3[C:16](=[CH:15][CH:14]=[CH:13][CH:12]=3)[C:8]3([C:6]4[CH:7]=[C:2]([B:42]5[O:43][C:44]([CH3:49])([CH3:50])[C:45]([CH3:47])([CH3:48])[O:46]5)[CH:3]=[CH:4][C:5]=4[O:32][CH2:31]3)[CH2:9]2)[CH:25]=[CH:26][CH:27]=[CH:28][CH:29]=1, predict the reactants needed to synthesize it. The reactants are: Br[C:2]1[CH:3]=[CH:4][C:5]2[O:32][CH2:31][C:8]3([C:16]4[C:11](=[CH:12][CH:13]=[CH:14][CH:15]=4)[N:10]([CH:17]([C:24]4[CH:29]=[CH:28][CH:27]=[CH:26][CH:25]=4)[C:18]4[CH:23]=[CH:22][CH:21]=[CH:20][CH:19]=4)[C:9]3=O)[C:6]=2[CH:7]=1.[B:42]1([B:42]2[O:46][C:45]([CH3:48])([CH3:47])[C:44]([CH3:50])([CH3:49])[O:43]2)[O:46][C:45]([CH3:48])([CH3:47])[C:44]([CH3:50])([CH3:49])[O:43]1.C([O-])(=O)C.[K+]. (4) The reactants are: [CH2:1]([S:3]([C:6]1[CH:7]=[CH:8][C:9](F)=[C:10]([C:12]2[C:13]3[CH:22]=[C:21]([C:23]([O:25][CH2:26][CH3:27])=[O:24])[NH:20][C:14]=3[C:15](=[O:19])[N:16]([CH3:18])[CH:17]=2)[CH:11]=1)(=[O:5])=[O:4])[CH3:2].[F:29][C:30]1([F:35])[CH2:32][CH:31]1[CH2:33][OH:34].C([O-])([O-])=O.[Cs+].[Cs+].C(OCC)(=O)C. Given the product [F:29][C:30]1([F:35])[CH2:32][CH:31]1[CH2:33][O:34][C:9]1[CH:8]=[CH:7][C:6]([S:3]([CH2:1][CH3:2])(=[O:5])=[O:4])=[CH:11][C:10]=1[C:12]1[C:13]2[CH:22]=[C:21]([C:23]([O:25][CH2:26][CH3:27])=[O:24])[NH:20][C:14]=2[C:15](=[O:19])[N:16]([CH3:18])[CH:17]=1, predict the reactants needed to synthesize it.